From a dataset of Full USPTO retrosynthesis dataset with 1.9M reactions from patents (1976-2016). Predict the reactants needed to synthesize the given product. Given the product [ClH:27].[CH3:26][C:18]1[C:17]2[C:22](=[CH:23][CH:24]=[CH:25][C:16]=2[O:15][C@H:12]2[CH2:13][CH2:14][C@H:9]([NH2:8])[CH2:10][CH2:11]2)[CH:21]=[N:20][CH:19]=1, predict the reactants needed to synthesize it. The reactants are: C(OC([NH:8][C@H:9]1[CH2:14][CH2:13][C@H:12]([O:15][C:16]2[CH:25]=[CH:24][CH:23]=[C:22]3[C:17]=2[C:18]([CH3:26])=[CH:19][N:20]=[CH:21]3)[CH2:11][CH2:10]1)=O)(C)(C)C.[ClH:27].CO.